Dataset: Full USPTO retrosynthesis dataset with 1.9M reactions from patents (1976-2016). Task: Predict the reactants needed to synthesize the given product. (1) The reactants are: C(C1N(CC2C=CC(C3C=CC=CC=3C3NN=NN=3)=CC=2)C(C(O)=O)=C(Cl)N=1)CCC.[CH2:32]([C:36]1[N:37]([CH2:45][C:46]2[CH:51]=[CH:50][C:49]([C:52]3[CH:57]=[CH:56][CH:55]=[CH:54][C:53]=3[C:58]3[N:62]([C:63]([C:76]4[CH:81]=[CH:80][CH:79]=[CH:78][CH:77]=4)([C:70]4[CH:75]=[CH:74][CH:73]=[CH:72][CH:71]=4)[C:64]4[CH:69]=[CH:68][CH:67]=[CH:66][CH:65]=4)[N:61]=[N:60][N:59]=3)=[CH:48][CH:47]=2)[C:38]([C:42]([OH:44])=[O:43])=[C:39]([Cl:41])[N:40]=1)[CH2:33][CH2:34][CH3:35].C1O[C@@H]2[C@H](O[N+]([O-])=O)CO[C@@H]2[C@H]1O.O[CH2:96][P:97](=[O:104])([O:101][CH2:102][CH3:103])[O:98][CH2:99][CH3:100]. Given the product [CH2:32]([C:36]1[N:37]([CH2:45][C:46]2[CH:47]=[CH:48][C:49]([C:52]3[CH:57]=[CH:56][CH:55]=[CH:54][C:53]=3[C:58]3[N:62]([C:63]([C:70]4[CH:71]=[CH:72][CH:73]=[CH:74][CH:75]=4)([C:64]4[CH:65]=[CH:66][CH:67]=[CH:68][CH:69]=4)[C:76]4[CH:81]=[CH:80][CH:79]=[CH:78][CH:77]=4)[N:61]=[N:60][N:59]=3)=[CH:50][CH:51]=2)[C:38]([C:42]([O:44][CH2:96][P:97]([O:101][CH2:102][CH3:103])([O:98][CH2:99][CH3:100])=[O:104])=[O:43])=[C:39]([Cl:41])[N:40]=1)[CH2:33][CH2:34][CH3:35], predict the reactants needed to synthesize it. (2) Given the product [F:1][C:2]1[CH:7]=[CH:6][CH:5]=[CH:4][C:3]=1[N:8]1[C:12]([C:13]2[N:14]=[CH:15][N:16]([C:18]3[CH:26]=[CH:25][C:21]([C:22]([NH:28][C:29]([CH3:33])([CH3:32])[CH2:30][OH:31])=[O:24])=[CH:20][N:19]=3)[CH:17]=2)=[C:11]([CH3:27])[N:10]=[N:9]1, predict the reactants needed to synthesize it. The reactants are: [F:1][C:2]1[CH:7]=[CH:6][CH:5]=[CH:4][C:3]=1[N:8]1[C:12]([C:13]2[N:14]=[CH:15][N:16]([C:18]3[CH:26]=[CH:25][C:21]([C:22]([OH:24])=O)=[CH:20][N:19]=3)[CH:17]=2)=[C:11]([CH3:27])[N:10]=[N:9]1.[NH2:28][C:29]([CH3:33])([CH3:32])[CH2:30][OH:31].